This data is from Full USPTO retrosynthesis dataset with 1.9M reactions from patents (1976-2016). The task is: Predict the reactants needed to synthesize the given product. (1) Given the product [N:20]1[CH:25]=[CH:24][CH:23]=[C:22]([C:2]2[N:7]=[C:6]([N:8]3[CH2:13][CH2:12][O:11][CH2:10][CH2:9]3)[N:5]=[C:4]([N:14]3[CH2:19][CH2:18][O:17][CH2:16][CH2:15]3)[N:3]=2)[CH:21]=1, predict the reactants needed to synthesize it. The reactants are: Cl[C:2]1[N:7]=[C:6]([N:8]2[CH2:13][CH2:12][O:11][CH2:10][CH2:9]2)[N:5]=[C:4]([N:14]2[CH2:19][CH2:18][O:17][CH2:16][CH2:15]2)[N:3]=1.[N:20]1[CH:25]=[CH:24][CH:23]=[C:22](B2OC(C)(C)C(C)(C)O2)[CH:21]=1. (2) Given the product [Cl:1][C:2]1[C:3]([CH3:27])=[C:4]([CH2:8][N:9]2[C:14]3[N:15]=[C:16]([N:18]4[CH2:23][CH2:22][O:21][CH2:20][CH2:19]4)[S:17][C:13]=3[C:12](=[O:24])[NH:11][C:10]2=[O:36])[CH:5]=[CH:6][CH:7]=1, predict the reactants needed to synthesize it. The reactants are: [Cl:1][C:2]1[C:3]([CH3:27])=[C:4]([CH2:8][N:9]2[C:14]3[N:15]=[C:16]([N:18]4[CH2:23][CH2:22][O:21][CH2:20][CH2:19]4)[S:17][C:13]=3[C:12](=[O:24])[N:11]=[C:10]2SC)[CH:5]=[CH:6][CH:7]=1.C1C=C(Cl)C=C(C(OO)=[O:36])C=1. (3) Given the product [C:1]([O:5][C:6]([N:8]1[CH2:14][CH2:13][C:12]2[CH:15]=[CH:16][C:17]([NH2:19])=[CH:18][C:11]=2[CH2:10][CH2:9]1)=[O:7])([CH3:4])([CH3:2])[CH3:3], predict the reactants needed to synthesize it. The reactants are: [C:1]([O:5][C:6]([N:8]1[CH2:14][CH2:13][C:12]2[CH:15]=[CH:16][C:17]([N+:19]([O-])=O)=[CH:18][C:11]=2[CH2:10][CH2:9]1)=[O:7])([CH3:4])([CH3:3])[CH3:2]. (4) Given the product [N:1]([C@@H:4]1[C@H:5]2[O:11][CH2:10][C@H:9]([N:12]3[CH:17]=[C:16]([CH2:15][CH:18]4[CH2:23][CH2:22][CH2:21][CH2:20][CH2:19]4)[N:14]=[N:13]3)[C@H:6]2[O:7][CH2:8]1)=[N+:2]=[N-:3], predict the reactants needed to synthesize it. The reactants are: [N:1]([C@H:4]1[CH2:8][O:7][C@@H:6]2[C@@H:9]([N:12]=[N+:13]=[N-:14])[CH2:10][O:11][C@H:5]12)=[N+:2]=[N-:3].[CH2:15]([CH:18]1[CH2:23][CH2:22][CH2:21][CH2:20][CH2:19]1)[C:16]#[CH:17].O=C1O[C@H]([C@H](CO)O)C([O-])=C1O.[Na+].C(O)(C)(C)C. (5) Given the product [Cl:1][C:2]1[CH:3]=[CH:4][C:5]2[NH:11][C:10](=[S:45])[CH:9]([CH2:13][C:14]3[S:15][C:16]([CH2:19][CH2:20][C:21]([O:23][CH3:24])=[O:22])=[CH:17][N:18]=3)[CH2:8][CH:7]([C:25]3[CH:30]=[CH:29][CH:28]=[C:27]([O:31][CH3:32])[C:26]=3[O:33][CH3:34])[C:6]=2[CH:35]=1, predict the reactants needed to synthesize it. The reactants are: [Cl:1][C:2]1[CH:3]=[CH:4][C:5]2[NH:11][C:10](=O)[CH:9]([CH2:13][C:14]3[S:15][C:16]([CH2:19][CH2:20][C:21]([O:23][CH3:24])=[O:22])=[CH:17][N:18]=3)[CH2:8][CH:7]([C:25]3[CH:30]=[CH:29][CH:28]=[C:27]([O:31][CH3:32])[C:26]=3[O:33][CH3:34])[C:6]=2[CH:35]=1.COC1C=CC(P2(SP(C3C=CC(OC)=CC=3)(=S)S2)=[S:45])=CC=1. (6) Given the product [F:24][C:23]([F:26])([F:25])[C:15]1[CH:14]=[C:13]([CH:18]=[C:17]([C:19]([F:20])([F:21])[F:22])[CH:16]=1)[CH2:12][N:11]([CH2:10][C:9]1[CH:27]=[C:28]([C:31]([F:32])([F:33])[F:34])[CH:29]=[CH:30][C:8]=1[CH:7]([CH:1]1[CH2:6][CH2:5][CH2:4][CH2:3][CH2:2]1)[O:35][CH3:36])[C:43](=[O:45])[CH3:44], predict the reactants needed to synthesize it. The reactants are: [CH:1]1([CH:7]([O:35][CH3:36])[C:8]2[CH:30]=[CH:29][C:28]([C:31]([F:34])([F:33])[F:32])=[CH:27][C:9]=2[CH2:10][NH:11][CH2:12][C:13]2[CH:18]=[C:17]([C:19]([F:22])([F:21])[F:20])[CH:16]=[C:15]([C:23]([F:26])([F:25])[F:24])[CH:14]=2)[CH2:6][CH2:5][CH2:4][CH2:3][CH2:2]1.N1C=CC=CC=1.[C:43](Cl)(=[O:45])[CH3:44].